Regression. Given two drug SMILES strings and cell line genomic features, predict the synergy score measuring deviation from expected non-interaction effect. From a dataset of NCI-60 drug combinations with 297,098 pairs across 59 cell lines. Drug 1: CN(CC1=CN=C2C(=N1)C(=NC(=N2)N)N)C3=CC=C(C=C3)C(=O)NC(CCC(=O)O)C(=O)O. Drug 2: CC(C)NC(=O)C1=CC=C(C=C1)CNNC.Cl. Cell line: SF-539. Synergy scores: CSS=29.0, Synergy_ZIP=-6.27, Synergy_Bliss=-7.30, Synergy_Loewe=-54.7, Synergy_HSA=-9.26.